From a dataset of Full USPTO retrosynthesis dataset with 1.9M reactions from patents (1976-2016). Predict the reactants needed to synthesize the given product. (1) Given the product [NH2:23][C:18]12[CH2:21][CH2:22][C:15]([C:13](=[O:14])[CH2:12][C:11]3[C:10]4[C:5](=[C:6]([CH3:33])[CH:7]=[C:8]([O:31][CH3:32])[CH:9]=4)[N:4]=[CH:3][C:2]=3[F:1])([CH2:20][CH2:19]1)[O:16][CH2:17]2, predict the reactants needed to synthesize it. The reactants are: [F:1][C:2]1[CH:3]=[N:4][C:5]2[C:10]([C:11]=1[CH2:12][C:13]([C:15]13[CH2:22][CH2:21][C:18]([NH:23]C(=O)OC(C)(C)C)([CH2:19][CH2:20]1)[CH2:17][O:16]3)=[O:14])=[CH:9][C:8]([O:31][CH3:32])=[CH:7][C:6]=2[CH3:33].FC(F)(F)C(O)=O. (2) Given the product [CH2:12]([N:3]1[C:4](=[O:11])[C:5]2=[CH:6][CH:7]=[CH:8][CH:9]=[C:10]2[C:2]1=[O:1])[CH2:17][C:16]1[CH:15]=[CH:30][CH:29]=[CH:28][CH:35]=1, predict the reactants needed to synthesize it. The reactants are: [O:1]=[C:2]1[C:10]2[C:5](=[CH:6][CH:7]=[CH:8][CH:9]=2)[C:4](=[O:11])[N:3]1[CH:12]1[CH2:17][CH2:16][C:15](=O)N(CCC2C=CC=CC=2)C1=O.[CH2:28]1[CH:35](N2C(=O)C3C(=CC=CC=3)C2=O)C(=O)O[C:30](=O)[CH2:29]1.C(N)CC1C=CC=CC=1. (3) Given the product [CH3:17][O:16][C:14]1[C:15]2[NH:3][C:4]3[C:9](=[CH:8][CH:7]=[CH:6][CH:5]=3)[C:10]=2[C:11]([S:18]([NH:22][C:23]2[CH:28]=[CH:27][N:26]=[CH:25][CH:24]=2)(=[O:19])=[O:20])=[CH:12][CH:13]=1, predict the reactants needed to synthesize it. The reactants are: C([N:3]1[C:15]2[C:14]([O:16][CH3:17])=[CH:13][CH:12]=[C:11]([S:18](Cl)(=[O:20])=[O:19])[C:10]=2[C:9]2[C:4]1=[CH:5][CH:6]=[CH:7][CH:8]=2)=O.[NH2:22][C:23]1[CH:28]=[CH:27][N:26]=[CH:25][CH:24]=1. (4) Given the product [CH2:1]([O:3][C:4]([N:6]1[CH2:11][CH2:10][N:9]([C:12](=[O:52])[C@@H:13]([NH:22][C:23]([C:25]2[CH:29]=[C:28]([O:30][CH2:31][C:32]([N:34]3[CH2:38][CH2:37][CH2:36][C@H:35]3[C:39](=[O:45])[NH:40][CH:41]3[CH2:42][CH2:43][CH2:44]3)=[O:33])[N:27]([C:46]3[CH:51]=[CH:50][CH:49]=[CH:48][CH:47]=3)[N:26]=2)=[O:24])[CH2:14][CH:15]([OH:16])[CH2:19][OH:18])[CH2:8][CH2:7]1)=[O:5])[CH3:2], predict the reactants needed to synthesize it. The reactants are: [CH2:1]([O:3][C:4]([N:6]1[CH2:11][CH2:10][N:9]([C:12](=[O:52])[C@@H:13]([NH:22][C:23]([C:25]2[CH:29]=[C:28]([O:30][CH2:31][C:32]([N:34]3[CH2:38][CH2:37][CH2:36][C@H:35]3[C:39](=[O:45])[NH:40][CH:41]3[CH2:44][CH2:43][CH2:42]3)=[O:33])[N:27]([C:46]3[CH:51]=[CH:50][CH:49]=[CH:48][CH:47]=3)[N:26]=2)=[O:24])[CH2:14][CH:15]2[CH2:19][O:18]C(C)(C)[O:16]2)[CH2:8][CH2:7]1)=[O:5])[CH3:2].C1(C)C=CC(S([O-])(=O)=O)=CC=1.[NH+]1C=CC=CC=1. (5) Given the product [F:1][C:2]1[CH:29]=[CH:28][C:5]([O:6][C:7]2[CH:12]=[CH:11][C:10]([NH2:13])=[CH:9][C:8]=2[C:16]2[C:24]3[C:19](=[C:20]([O:25][CH3:26])[N:21]=[CH:22][CH:23]=3)[N:18]([CH3:27])[CH:17]=2)=[CH:4][CH:3]=1, predict the reactants needed to synthesize it. The reactants are: [F:1][C:2]1[CH:29]=[CH:28][C:5]([O:6][C:7]2[CH:12]=[CH:11][C:10]([N+:13]([O-])=O)=[CH:9][C:8]=2[C:16]2[C:24]3[C:19](=[C:20]([O:25][CH3:26])[N:21]=[CH:22][CH:23]=3)[N:18]([CH3:27])[CH:17]=2)=[CH:4][CH:3]=1. (6) The reactants are: [CH3:1][C:2](OC(C)=O)=[O:3].[OH:8][C@H:9]1[CH2:26][CH2:25][C@@:24]2([CH3:27])[C@@H:11]([CH2:12][CH2:13][C@:14]3([CH3:38])[C@@H:23]2[CH2:22][CH2:21][C@H:20]2[C@@:15]3([CH3:37])[CH2:16][CH2:17][C@@:18]3([C:34]([OH:36])=[O:35])[CH2:30][CH2:29][C@@H:28]([C:31]([CH3:33])=[CH2:32])[C@@H:19]32)[C:10]1([CH3:40])[CH3:39]. Given the product [C:2]([O:8][C@H:9]1[CH2:26][CH2:25][C@@:24]2([CH3:27])[C@@H:11]([CH2:12][CH2:13][C@:14]3([CH3:38])[C@@H:23]2[CH2:22][CH2:21][C@H:20]2[C@@:15]3([CH3:37])[CH2:16][CH2:17][C@@:18]3([C:34]([OH:36])=[O:35])[CH2:30][CH2:29][C@@H:28]([C:31]([CH3:33])=[CH2:32])[C@@H:19]32)[C:10]1([CH3:40])[CH3:39])(=[O:3])[CH3:1], predict the reactants needed to synthesize it. (7) Given the product [CH3:13][O:7][C:6](=[O:8])[C:5]1[CH:9]=[CH:10][C:2]([Br:1])=[CH:3][C:4]=1[CH2:11][CH3:12], predict the reactants needed to synthesize it. The reactants are: [Br:1][C:2]1[CH:10]=[CH:9][C:5]([C:6]([OH:8])=[O:7])=[C:4]([CH2:11][CH3:12])[CH:3]=1.[CH3:13]O.